Dataset: Full USPTO retrosynthesis dataset with 1.9M reactions from patents (1976-2016). Task: Predict the reactants needed to synthesize the given product. (1) Given the product [OH:1][C:2]1[CH:3]=[C:4]2[C:8](=[CH:9][CH:10]=1)[N:7]([CH2:11][CH2:12][CH2:13][O:14][C:15]1[C:24]3[C:19](=[CH:20][CH:21]=[CH:22][CH:23]=3)[CH:18]=[CH:17][CH:16]=1)[C:6]([C:25]([OH:27])=[O:26])=[C:5]2[C:30]1[CH:35]=[CH:34][CH:33]=[CH:32][C:31]=1[CH:36]([CH3:38])[CH3:37], predict the reactants needed to synthesize it. The reactants are: [OH:1][C:2]1[CH:3]=[C:4]2[C:8](=[CH:9][CH:10]=1)[N:7]([CH2:11][CH2:12][CH2:13][O:14][C:15]1[C:24]3[C:19](=[CH:20][CH:21]=[CH:22][CH:23]=3)[CH:18]=[CH:17][CH:16]=1)[C:6]([C:25]([O:27]CC)=[O:26])=[C:5]2[C:30]1[CH:35]=[CH:34][CH:33]=[CH:32][C:31]=1[CH:36]([CH3:38])[CH3:37].[OH-].[Na+]. (2) Given the product [OH:23][C@@H:21]([C:10]1[N:9]([C@@H:6]2[CH2:7][O:8][C@@H:3]([CH2:2][NH:1][C:32](=[O:33])[O:34][CH:35]([CH3:37])[CH3:36])[CH2:4][CH2:5]2)[C:13]2=[C:14]3[S:20][CH:19]=[CH:18][C:15]3=[N:16][CH:17]=[C:12]2[N:11]=1)[CH3:22], predict the reactants needed to synthesize it. The reactants are: [NH2:1][CH2:2][C@@H:3]1[O:8][CH2:7][C@@H:6]([N:9]2[C:13]3=[C:14]4[S:20][CH:19]=[CH:18][C:15]4=[N:16][CH:17]=[C:12]3[N:11]=[C:10]2[C@H:21]([OH:23])[CH3:22])[CH2:5][CH2:4]1.C(N(CC)CC)C.Cl[C:32]([O:34][CH:35]([CH3:37])[CH3:36])=[O:33]. (3) Given the product [CH3:18][O:19][C:2]1[CH:9]=[C:8]([N+:10]([O-:12])=[O:11])[C:5]([C:6]#[N:7])=[C:4]([N+:13]([O-:15])=[O:14])[CH:3]=1, predict the reactants needed to synthesize it. The reactants are: F[C:2]1[CH:9]=[C:8]([N+:10]([O-:12])=[O:11])[C:5]([C:6]#[N:7])=[C:4]([N+:13]([O-:15])=[O:14])[CH:3]=1.CN(C)[CH:18]=[O:19].C[O-].[Na+]. (4) Given the product [N:44]1([C:25]([C:24]2[CH:28]=[CH:29][C:21]([O:20][C:7]3[CH:8]=[C:9]([CH:10]=[C:5]([O:4][CH:2]([CH3:1])[CH3:3])[CH:6]=3)[C:11]([NH:13][C:14]3[CH:18]=[CH:17][N:16]([CH3:19])[N:15]=3)=[O:12])=[CH:22][CH:23]=2)=[O:26])[CH2:43][CH2:42][CH2:39]1, predict the reactants needed to synthesize it. The reactants are: [CH3:1][CH:2]([O:4][C:5]1[CH:6]=[C:7]([O:20][C:21]2[CH:29]=[CH:28][C:24]([C:25](O)=[O:26])=[CH:23][CH:22]=2)[CH:8]=[C:9]([C:11]([NH:13][C:14]2[CH:18]=[CH:17][N:16]([CH3:19])[N:15]=2)=[O:12])[CH:10]=1)[CH3:3].CN(C(ON1N=NC2C=[CH:42][CH:43]=[N:44][C:39]1=2)=[N+](C)C)C.F[P-](F)(F)(F)(F)F.Cl.N1CCC1.C(N(C(C)C)CC)(C)C.